The task is: Regression. Given a peptide amino acid sequence and an MHC pseudo amino acid sequence, predict their binding affinity value. This is MHC class I binding data.. This data is from Peptide-MHC class I binding affinity with 185,985 pairs from IEDB/IMGT. (1) The peptide sequence is SAVYFKAKWL. The MHC is HLA-A02:06 with pseudo-sequence HLA-A02:06. The binding affinity (normalized) is 0.361. (2) The peptide sequence is IVTDFSVIK. The MHC is HLA-B40:02 with pseudo-sequence HLA-B40:02. The binding affinity (normalized) is 0. (3) The peptide sequence is KTMNNYMIK. The MHC is HLA-A68:01 with pseudo-sequence HLA-A68:01. The binding affinity (normalized) is 0.689. (4) The peptide sequence is TAKVIKLVK. The MHC is HLA-A33:01 with pseudo-sequence HLA-A33:01. The binding affinity (normalized) is 0. (5) The peptide sequence is EILNTIQFM. The MHC is HLA-A02:01 with pseudo-sequence HLA-A02:01. The binding affinity (normalized) is 0.174. (6) The peptide sequence is MSPALFHAFF. The MHC is HLA-A29:02 with pseudo-sequence HLA-A29:02. The binding affinity (normalized) is 0.423.